From a dataset of Reaction yield outcomes from USPTO patents with 853,638 reactions. Predict the reaction yield, written as a fraction of the theoretical maximum amount of product (1.0 means a 100% yield; for example, 0.34 means a 34% yield). (1) The reactants are Br.[N+:2]([C:5]1[CH:10]=[CH:9][C:8]([CH2:11][C@@H:12]([C:14]2[N:15]=[C:16]([C:19]3[CH:24]=[CH:23][CH:22]=[CH:21][CH:20]=3)[S:17][CH:18]=2)[NH2:13])=[CH:7][CH:6]=1)([O-:4])=[O:3].C([O-])([O-])=O.[Ca+2].[C:30](Cl)(Cl)=[S:31]. The catalyst is C(Cl)(Cl)(Cl)Cl.O.C(Cl)Cl.O. The product is [N:13]([C@H:12]([C:14]1[N:15]=[C:16]([C:19]2[CH:20]=[CH:21][CH:22]=[CH:23][CH:24]=2)[S:17][CH:18]=1)[CH2:11][C:8]1[CH:7]=[CH:6][C:5]([N+:2]([O-:4])=[O:3])=[CH:10][CH:9]=1)=[C:30]=[S:31]. The yield is 0.930. (2) The reactants are Br[C:2]1[CH:3]=[C:4]([N:8]2[CH2:13][CH2:12][O:11][CH:10]([C:14]([N:16]([CH3:18])[CH3:17])=[O:15])[CH2:9]2)[CH:5]=[CH:6][CH:7]=1.[B:19]1([B:19]2[O:23][C:22]([CH3:25])([CH3:24])[C:21]([CH3:27])([CH3:26])[O:20]2)[O:23][C:22]([CH3:25])([CH3:24])[C:21]([CH3:27])([CH3:26])[O:20]1.C(Cl)Cl.C([O-])(=O)C.[K+]. The catalyst is O1CCOCC1.CCOC(C)=O.C1C=CC(P(C2C=CC=CC=2)[C-]2C=CC=C2)=CC=1.C1C=CC(P(C2C=CC=CC=2)[C-]2C=CC=C2)=CC=1.Cl[Pd]Cl.[Fe+2]. The product is [CH3:17][N:16]([CH3:18])[C:14]([CH:10]1[O:11][CH2:12][CH2:13][N:8]([C:4]2[CH:5]=[CH:6][CH:7]=[C:2]([B:19]3[O:23][C:22]([CH3:25])([CH3:24])[C:21]([CH3:27])([CH3:26])[O:20]3)[CH:3]=2)[CH2:9]1)=[O:15]. The yield is 0.634. (3) The reactants are [CH2:1]([O:8][C:9]1[CH:14]=[CH:13][C:12]([N+:15]([O-:17])=[O:16])=[C:11](F)[CH:10]=1)[C:2]1[CH:7]=[CH:6][CH:5]=[CH:4][CH:3]=1.C(=O)([O-])[O-].[Na+].[Na+].[CH2:25]([SH:32])[C:26]1[CH:31]=[CH:30][CH:29]=[CH:28][CH:27]=1.O. The catalyst is C(O)C. The product is [CH2:1]([O:8][C:9]1[CH:14]=[CH:13][C:12]([N+:15]([O-:17])=[O:16])=[C:11]([S:32][CH2:25][C:26]2[CH:31]=[CH:30][CH:29]=[CH:28][CH:27]=2)[CH:10]=1)[C:2]1[CH:7]=[CH:6][CH:5]=[CH:4][CH:3]=1. The yield is 0.980. (4) The reactants are [F:1][C:2]1[CH:7]=[CH:6][CH:5]=[CH:4][C:3]=1[C:8]1[CH:12]=[CH:11][NH:10][N:9]=1.[H-].[Na+].[CH3:15]I. The catalyst is C1COCC1. The product is [F:1][C:2]1[CH:7]=[CH:6][CH:5]=[CH:4][C:3]=1[C:8]1[CH:12]=[CH:11][N:10]([CH3:15])[N:9]=1. The yield is 0.480. (5) The reactants are C(OC([C:11]1[C:19]2[C:14](=[CH:15][CH:16]=[C:17](CCOS(C)(=O)=O)[CH:18]=2)[NH:13][C:12]=1C)=O)C1C=CC=CC=1.C([N:31](C1CCNC1)C)(=O)C. The catalyst is O1CCOCC1. The product is [NH:13]1[C:14]2[C:19](=[CH:18][CH:17]=[CH:16][CH:15]=2)[CH:11]=[C:12]1[NH2:31]. The yield is 0.600. (6) The reactants are [NH2:1][CH2:2][C:3]1[CH:8]=[CH:7][O:6][CH2:5][CH:4]=1.F[C:10]1[CH:15]=[CH:14][C:13]([N:16]([CH3:20])[C:17](=[O:19])[CH3:18])=[CH:12][C:11]=1[N+:21]([O-:23])=[O:22].C(=O)([O-])[O-].[Na+].[Na+]. The catalyst is CCO. The product is [CH3:20][N:16]([C:13]1[CH:14]=[CH:15][C:10]([NH:1][CH2:2][CH:3]2[CH2:4][CH2:5][O:6][CH2:7][CH2:8]2)=[C:11]([N+:21]([O-:23])=[O:22])[CH:12]=1)[C:17](=[O:19])[CH3:18]. The yield is 1.00.